This data is from Forward reaction prediction with 1.9M reactions from USPTO patents (1976-2016). The task is: Predict the product of the given reaction. (1) Given the reactants [C:1]([NH:5][C:6]1[N:11]=[C:10]([N:12]2[C:16]3[CH:17]=[C:18]([NH2:21])[CH:19]=[CH:20][C:15]=3[N:14]=[CH:13]2)[CH:9]=[N:8][CH:7]=1)([CH3:4])([CH3:3])[CH3:2].C(N(CC)CC)C.CCN=C=NCCCN(C)C.Cl.[C:41](O)(=[O:44])[CH:42]=[CH2:43], predict the reaction product. The product is: [C:1]([NH:5][C:6]1[N:11]=[C:10]([N:12]2[C:16]3[CH:17]=[C:18]([NH:21][C:41](=[O:44])[CH:42]=[CH2:43])[CH:19]=[CH:20][C:15]=3[N:14]=[CH:13]2)[CH:9]=[N:8][CH:7]=1)([CH3:4])([CH3:2])[CH3:3]. (2) Given the reactants ClC1C=CC=C2C=1NC([B:11]1[O:15][C:14]([CH3:17])([CH3:16])[C:13]([CH3:19])([CH3:18])[O:12]1)=C2.[CH3:20][C:21]1[C:29]2[O:28][CH:27]=[CH:26][C:25]=2[CH:24]=[CH:23][CH:22]=1, predict the reaction product. The product is: [CH3:20][C:21]1[C:29]2[O:28][C:27]([B:11]3[O:15][C:14]([CH3:17])([CH3:16])[C:13]([CH3:19])([CH3:18])[O:12]3)=[CH:26][C:25]=2[CH:24]=[CH:23][CH:22]=1.